Dataset: Forward reaction prediction with 1.9M reactions from USPTO patents (1976-2016). Task: Predict the product of the given reaction. (1) The product is: [CH3:14][S:15]([O:1][CH:2]1[CH2:6][CH2:5][N:4]([C:7]([O:9][C:10]([CH3:13])([CH3:12])[CH3:11])=[O:8])[CH2:3]1)(=[O:17])=[O:16]. Given the reactants [OH:1][CH:2]1[CH2:6][CH2:5][N:4]([C:7]([O:9][C:10]([CH3:13])([CH3:12])[CH3:11])=[O:8])[CH2:3]1.[CH3:14][S:15](Cl)(=[O:17])=[O:16], predict the reaction product. (2) Given the reactants CC1C=CC=C2C=1C(N1CCC(N3C4C=CC=CC=4NC3=O)CC1)CC2.[CH3:27][C:28]1[CH:29]=[CH:30][CH:31]=[C:32]2[C:36]=1[CH:35]([N:37]1[CH2:42][CH2:41][CH:40]([N:43]3[C:47]4[CH:48]=[CH:49][CH:50]=[CH:51][C:46]=4[N:45]([CH2:52][C:53]([NH:55][CH3:56])=[O:54])[C:44]3=[O:57])[CH2:39][CH2:38]1)[CH2:34][CH2:33]2.[ClH:58].Cl.C(OCC)(=O)C, predict the reaction product. The product is: [ClH:58].[CH3:27][C:28]1[CH:29]=[CH:30][CH:31]=[C:32]2[C:36]=1[CH:35]([N:37]1[CH2:38][CH2:39][CH:40]([N:43]3[C:47]4[CH:48]=[CH:49][CH:50]=[CH:51][C:46]=4[N:45]([CH2:52][C:53]([NH:55][CH3:56])=[O:54])[C:44]3=[O:57])[CH2:41][CH2:42]1)[CH2:34][CH2:33]2. (3) Given the reactants [OH:1][C:2]1[CH:11]=[C:10]2[C:5]([CH:6]=[C:7]([CH:12]=[O:13])[CH:8]=[N:9]2)=[CH:4][CH:3]=1.Br[CH2:15][CH2:16][CH2:17][CH2:18][CH2:19][CH2:20][CH3:21].C([O-])([O-])=O.[K+].[K+].O, predict the reaction product. The product is: [CH2:15]([O:1][C:2]1[CH:11]=[C:10]2[C:5]([CH:6]=[C:7]([CH:12]=[O:13])[CH:8]=[N:9]2)=[CH:4][CH:3]=1)[CH2:16][CH2:17][CH2:18][CH2:19][CH2:20][CH3:21]. (4) Given the reactants [CH3:1][O:2][C:3]([C:5]1[N:6]([CH2:23][C:24]2[CH:29]=[CH:28][C:27]([C:30]([O:32]C)=[O:31])=[CH:26][CH:25]=2)[C:7](=[O:22])[C:8]2[C:13]([C:14]=1[C:15]1[CH:20]=[CH:19][CH:18]=[CH:17][CH:16]=1)=[CH:12][C:11]([Br:21])=[CH:10][CH:9]=2)=[O:4].[OH-].[Na+], predict the reaction product. The product is: [CH3:1][O:2][C:3]([C:5]1[N:6]([CH2:23][C:24]2[CH:25]=[CH:26][C:27]([C:30]([OH:32])=[O:31])=[CH:28][CH:29]=2)[C:7](=[O:22])[C:8]2[C:13]([C:14]=1[C:15]1[CH:16]=[CH:17][CH:18]=[CH:19][CH:20]=1)=[CH:12][C:11]([Br:21])=[CH:10][CH:9]=2)=[O:4]. (5) Given the reactants [C:1]([Si:5]([CH3:21])([CH3:20])[O:6][CH2:7][CH2:8][O:9][C:10]1[C:15](C=O)=[C:14]([F:18])[C:13](Cl)=[CH:12][CH:11]=1)([CH3:4])([CH3:3])[CH3:2].[CH3:22][Si:23]([CH3:30])([CH3:29])N[Si:23]([CH3:30])([CH3:29])[CH3:22].C([Li])CCC.C[Si]([Cl:40])(C)C.C([N:43]([CH2:46]C)CC)C.[C:48](Cl)(=[O:50])[CH3:49], predict the reaction product. The product is: [C:1]([Si:5]([CH3:20])([CH3:21])[O:6][CH2:7][CH2:8][O:9][C:10]1[CH:11]=[CH:12][C:13]([CH:46]=[N:43][C:48]([O:50][Si:23]([CH3:30])([CH3:29])[CH3:22])=[CH2:49])=[C:14]([F:18])[C:15]=1[Cl:40])([CH3:2])([CH3:3])[CH3:4]. (6) Given the reactants FC(F)(F)C1C=C(NC(=O)NC2C=CC(C3SC(CCC(O)=O)=NC=3)=CC=2)C=CC=1.[CH3:31][C:32]([CH3:63])([CH2:37][CH2:38][C:39]1[S:40][C:41]([C:44]2[CH:49]=[CH:48][C:47]([NH:50][C:51]([NH:53][C:54]3[CH:59]=[C:58]([F:60])[C:57]([F:61])=[C:56]([F:62])[CH:55]=3)=[O:52])=[CH:46][CH:45]=2)=[CH:42][N:43]=1)[C:33]([O:35]C)=[O:34], predict the reaction product. The product is: [CH3:31][C:32]([CH3:63])([CH2:37][CH2:38][C:39]1[S:40][C:41]([C:44]2[CH:49]=[CH:48][C:47]([NH:50][C:51]([NH:53][C:54]3[CH:59]=[C:58]([F:60])[C:57]([F:61])=[C:56]([F:62])[CH:55]=3)=[O:52])=[CH:46][CH:45]=2)=[CH:42][N:43]=1)[C:33]([OH:35])=[O:34].